This data is from Reaction yield outcomes from USPTO patents with 853,638 reactions. The task is: Predict the reaction yield, written as a fraction of the theoretical maximum amount of product (1.0 means a 100% yield; for example, 0.34 means a 34% yield). (1) The reactants are [CH3:1][O:2][CH2:3][O:4][C@H:5]1[CH2:9][CH2:8][N:7]([CH2:10][C@H:11]([C:13]2[CH:18]=[CH:17][CH:16]=[CH:15][CH:14]=2)O)[CH2:6]1.COCO[C@H]1CCN([C@H](C2C=CC=CC=2)CO)C1.C(N(CC)CC)C.CS(Cl)(=O)=O.[H-].[Na+].[Cl:51][C:52]1[CH:53]=[C:54]([CH:57]=[CH:58][C:59]=1[NH:60][CH3:61])[C:55]#[N:56].[NH4+].[OH-]. The catalyst is C(Cl)Cl.CN(C)C=O.O. The product is [Cl:51][C:52]1[CH:53]=[C:54]([CH:57]=[CH:58][C:59]=1[N:60]([C@@H:11]([C:13]1[CH:18]=[CH:17][CH:16]=[CH:15][CH:14]=1)[CH2:10][N:7]1[CH2:8][CH2:9][C@H:5]([O:4][CH2:3][O:2][CH3:1])[CH2:6]1)[CH3:61])[C:55]#[N:56]. The yield is 0.610. (2) The reactants are [CH3:1][C:2]([O:5][C:6]([N:8]1[CH2:13][CH:12]=[C:11](OS(C(F)(F)F)(=O)=O)[CH2:10][CH2:9]1)=[O:7])([CH3:4])[CH3:3].[CH3:22][C:23]1([CH3:39])[C:27]([CH3:29])([CH3:28])[O:26][B:25]([B:25]2[O:26][C:27]([CH3:29])([CH3:28])[C:23]([CH3:39])([CH3:22])[O:24]2)[O:24]1.C([O-])(=O)C.[K+]. The catalyst is O1CCOCC1.C1(P(C2C=CC=CC=2)[C-]2C=CC=C2)C=CC=CC=1.[C-]1(P(C2C=CC=CC=2)C2C=CC=CC=2)C=CC=C1.[Fe+2]. The product is [CH3:22][C:23]1([CH3:39])[C:27]([CH3:29])([CH3:28])[O:26][B:25]([C:11]2[CH2:10][CH2:9][N:8]([C:6]([O:5][C:2]([CH3:4])([CH3:3])[CH3:1])=[O:7])[CH2:13][CH:12]=2)[O:24]1. The yield is 0.710. (3) The reactants are [CH2:1]([N:8]([O:18][CH:19]1[CH2:24][CH2:23][CH2:22][CH2:21][O:20]1)[C:9]([C:11]1[CH:16]=[C:15](Br)[CH:14]=[CH:13][N:12]=1)=[O:10])[C:2]1[CH:7]=[CH:6][CH:5]=[CH:4][CH:3]=1.[N-:25]=[N+:26]=[N-:27].[Na+]. The catalyst is CN(C)C=O.O.C(OCC)(=O)C. The product is [CH2:1]([N:8]([O:18][CH:19]1[CH2:24][CH2:23][CH2:22][CH2:21][O:20]1)[C:9]([C:11]1[CH:16]=[C:15]([N:25]=[N+:26]=[N-:27])[CH:14]=[CH:13][N:12]=1)=[O:10])[C:2]1[CH:7]=[CH:6][CH:5]=[CH:4][CH:3]=1. The yield is 0.610. (4) The reactants are [CH:1]([C:4]1[CH:9]=[CH:8][C:7]([CH:10]2[C:14]3[C:15]([CH3:35])=[C:16]([NH:26][C:27](=[O:34])OCC(Cl)(Cl)Cl)[C:17]([CH3:25])=[C:18]([C:19]4[CH:24]=[CH:23][CH:22]=[CH:21][CH:20]=4)[C:13]=3[O:12][CH2:11]2)=[CH:6][CH:5]=1)([CH3:3])[CH3:2].[NH2:36][CH2:37][CH:38]([OH:40])[CH3:39]. The catalyst is C(O)C.CCCCCC. The product is [OH:40][CH:38]([CH3:39])[CH2:37][NH:36][C:27]([NH:26][C:16]1[C:17]([CH3:25])=[C:18]([C:19]2[CH:24]=[CH:23][CH:22]=[CH:21][CH:20]=2)[C:13]2[O:12][CH2:11][CH:10]([C:7]3[CH:8]=[CH:9][C:4]([CH:1]([CH3:3])[CH3:2])=[CH:5][CH:6]=3)[C:14]=2[C:15]=1[CH3:35])=[O:34]. The yield is 0.580. (5) The reactants are [CH3:8][CH:7]([CH3:9])[C:6](O[C:6](=[O:10])[CH:7]([CH3:9])[CH3:8])=[O:10].[NH2:12][C:13]1[CH:21]=[CH:20][C:16]([CH2:17][CH2:18][OH:19])=[CH:15][CH:14]=1.CCCCCCC. The catalyst is CC(C)=O.CC(C)C(OC(=O)C(C)C)=O. The product is [OH:19][CH2:18][CH2:17][C:16]1[CH:20]=[CH:21][C:13]([NH:12][C:6](=[O:10])[CH:7]([CH3:8])[CH3:9])=[CH:14][CH:15]=1. The yield is 0.970. (6) The reactants are [Cl-].O[NH3+:3].[C:4](=[O:7])([O-])[OH:5].[Na+].CS(C)=O.[CH3:13][O:14][CH2:15][CH2:16][O:17][CH:18]1[CH2:23][CH2:22][CH:21]([N:24]2[C:29](=[O:30])[C:28]([CH2:31][C:32]3[CH:37]=[CH:36][C:35]([C:38]4[C:39]([C:44]#[N:45])=[CH:40][CH:41]=[CH:42][CH:43]=4)=[CH:34][CH:33]=3)=[C:27]([CH2:46][CH2:47][CH3:48])[N:26]3[N:49]=[CH:50][N:51]=[C:25]23)[CH2:20][CH2:19]1. The catalyst is C(OCC)(=O)C. The product is [CH3:13][O:14][CH2:15][CH2:16][O:17][CH:18]1[CH2:23][CH2:22][CH:21]([N:24]2[C:29](=[O:30])[C:28]([CH2:31][C:32]3[CH:37]=[CH:36][C:35]([C:38]4[CH:43]=[CH:42][CH:41]=[CH:40][C:39]=4[C:44]4[NH:3][C:4](=[O:7])[O:5][N:45]=4)=[CH:34][CH:33]=3)=[C:27]([CH2:46][CH2:47][CH3:48])[N:26]3[N:49]=[CH:50][N:51]=[C:25]23)[CH2:20][CH2:19]1. The yield is 0.460. (7) The reactants are [CH3:1][O:2][C:3]1[CH:4]=[C:5]2[C:10](=[CH:11][CH:12]=1)[C:9]([CH:13]1[CH2:18][CH2:17][NH:16][CH2:15][CH2:14]1)=[N:8][CH2:7][CH2:6]2.C(N(CC)CC)C.[CH3:26][N:27]1[CH:31]=[C:30]([S:32](Cl)(=[O:34])=[O:33])[N:29]=[CH:28]1. The catalyst is C(Cl)Cl. The product is [CH3:1][O:2][C:3]1[CH:4]=[C:5]2[C:10](=[CH:11][CH:12]=1)[C:9]([CH:13]1[CH2:18][CH2:17][N:16]([S:32]([C:30]3[N:29]=[CH:28][N:27]([CH3:26])[CH:31]=3)(=[O:34])=[O:33])[CH2:15][CH2:14]1)=[N:8][CH2:7][CH2:6]2. The yield is 0.560.